This data is from Catalyst prediction with 721,799 reactions and 888 catalyst types from USPTO. The task is: Predict which catalyst facilitates the given reaction. (1) Reactant: [O:1]=[C:2]1[NH:8][C:7]2[S:9][CH:10]=[CH:11][C:6]=2[C:5]([C:12]2[CH:21]=[CH:20][C:15]([C:16]([O:18][CH3:19])=[O:17])=[CH:14][CH:13]=2)=[N:4][CH2:3]1.[Br:22]Br. Product: [Br:22][C:10]1[S:9][C:7]2[NH:8][C:2](=[O:1])[CH2:3][N:4]=[C:5]([C:12]3[CH:13]=[CH:14][C:15]([C:16]([O:18][CH3:19])=[O:17])=[CH:20][CH:21]=3)[C:6]=2[CH:11]=1. The catalyst class is: 17. (2) Reactant: [Cl:1][C:2]1[C:7]([CH:8]=[O:9])=[C:6]([F:10])[C:5]([Si](C)(C)C)=[C:4]([F:15])[CH:3]=1.[I:16]Cl. Product: [Cl:1][C:2]1[C:7]([CH:8]=[O:9])=[C:6]([F:10])[C:5]([I:16])=[C:4]([F:15])[CH:3]=1. The catalyst class is: 2. (3) Reactant: [C:1]1([N:7]2[CH:11]=[C:10]([CH2:12][N:13]([CH:26]3[C:35]4[N:34]=[CH:33][CH:32]=[CH:31][C:30]=4[CH2:29][CH2:28][CH2:27]3)[CH2:14][CH2:15][CH2:16][CH2:17][NH:18]C(=O)OC(C)(C)C)[N:9]=[N:8]2)[CH:6]=[CH:5][CH:4]=[CH:3][CH:2]=1.S(Cl)([Cl:38])=O. Product: [ClH:38].[ClH:38].[ClH:38].[ClH:38].[NH2:18][CH2:17][CH2:16][CH2:15][CH2:14][N:13]([CH2:12][C:10]1[N:9]=[N:8][N:7]([C:1]2[CH:6]=[CH:5][CH:4]=[CH:3][CH:2]=2)[CH:11]=1)[CH:26]1[C:35]2[N:34]=[CH:33][CH:32]=[CH:31][C:30]=2[CH2:29][CH2:28][CH2:27]1. The catalyst class is: 5. (4) Reactant: [NH2:1][C:2]1[S:6][C:5]([O:7][C:8]2[CH:9]=[C:10]([CH3:24])[C:11]3[CH:15]([CH2:16][C:17]([O:19][CH2:20][CH3:21])=[O:18])[O:14][B:13]([OH:22])[C:12]=3[CH:23]=2)=[N:4][N:3]=1.CCN(CC)CC.[C:32](OC(=O)C)(=[O:34])[CH3:33]. Product: [C:32]([NH:1][C:2]1[S:6][C:5]([O:7][C:8]2[CH:9]=[C:10]([CH3:24])[C:11]3[CH:15]([CH2:16][C:17]([O:19][CH2:20][CH3:21])=[O:18])[O:14][B:13]([OH:22])[C:12]=3[CH:23]=2)=[N:4][N:3]=1)(=[O:34])[CH3:33]. The catalyst class is: 2. (5) Product: [CH:1]1([C:4]2[CH:5]=[C:6]3[C:10](=[CH:11][CH:12]=2)[NH:9][N:8]=[CH:7]3)[CH2:3][CH2:2]1. The catalyst class is: 281. Reactant: [CH:1]1([C:4]2[CH:5]=[C:6]3[C:10](=[CH:11][CH:12]=2)[N:9](COCC[Si](C)(C)C)[N:8]=[CH:7]3)[CH2:3][CH2:2]1.C(N)CN. (6) Reactant: [C:1]([O:5][C:6](=[O:41])[N:7]([C@H:9]([C:11](=[O:40])[NH:12][C@@H:13]1[C:19](=[O:20])[N:18]([CH2:21][C:22]2[C:31]3[C:26](=[CH:27][CH:28]=[CH:29][CH:30]=3)[CH:25]=[CH:24][C:23]=2[O:32][CH2:33][CH:34]=[CH2:35])[C:17]2[CH:36]=[CH:37][CH:38]=[CH:39][C:16]=2[CH2:15][CH2:14]1)[CH3:10])[CH3:8])([CH3:4])([CH3:3])[CH3:2]. Product: [C:1]([O:5][C:6](=[O:41])[N:7]([CH3:8])[C@H:9]([C:11](=[O:40])[NH:12][C@@H:13]1[C:19](=[O:20])[N:18]([CH2:21][C:22]2[C:31]3[C:26](=[CH:27][CH:28]=[CH:29][CH:30]=3)[CH:25]=[CH:24][C:23]=2[O:32][CH2:33][CH2:34][CH3:35])[C:17]2[CH:36]=[CH:37][CH:38]=[CH:39][C:16]=2[CH2:15][CH2:14]1)[CH3:10])([CH3:2])([CH3:3])[CH3:4]. The catalyst class is: 50.